Dataset: Catalyst prediction with 721,799 reactions and 888 catalyst types from USPTO. Task: Predict which catalyst facilitates the given reaction. (1) The catalyst class is: 217. Product: [Br:1][C:2]1[CH:7]=[CH:6][C:5]([C:24]2([OH:31])[C:25]3[C:30](=[CH:29][CH:28]=[CH:27][CH:26]=3)[N:22]([CH2:21][C:19]3[O:20][C:16]([C:15]([F:34])([F:33])[F:14])=[CH:17][CH:18]=3)[C:23]2=[O:32])=[C:4]([OH:8])[CH:3]=1. Reactant: [Br:1][C:2]1[CH:3]=[C:4]([OH:8])[CH:5]=[CH:6][CH:7]=1.C([Mg]Cl)(C)C.[F:14][C:15]([F:34])([F:33])[C:16]1[O:20][C:19]([CH2:21][N:22]2[C:30]3[C:25](=[CH:26][CH:27]=[CH:28][CH:29]=3)[C:24](=[O:31])[C:23]2=[O:32])=[CH:18][CH:17]=1. (2) Product: [CH2:1]([S:8][C:9]1[N:14]=[CH:13][C:12]([NH:15][C:24](=[O:26])[CH3:25])=[CH:11][C:10]=1[Br:16])[C:2]1[CH:3]=[CH:4][CH:5]=[CH:6][CH:7]=1. Reactant: [CH2:1]([S:8][C:9]1[N:14]=[CH:13][C:12]([NH2:15])=[CH:11][C:10]=1[Br:16])[C:2]1[CH:7]=[CH:6][CH:5]=[CH:4][CH:3]=1.C(N(CC)CC)C.[C:24](OC(=O)C)(=[O:26])[CH3:25]. The catalyst class is: 7. (3) Reactant: [Cl-].[CH3:2][O:3][CH2:4][P+](C1C=CC=CC=1)(C1C=CC=CC=1)C1C=CC=CC=1.[CH3:24]C([O-])(C)C.[K+].[F:30][C:31]1[CH:32]=[C:33]2[C:38](=[C:39]([O:41][Si:42]([CH:49]([CH3:51])[CH3:50])([CH:46]([CH3:48])[CH3:47])[CH:43]([CH3:45])[CH3:44])[CH:40]=1)[N:37]=[C:36](C=O)[CH:35]=[CH:34]2. Product: [F:30][C:31]1[CH:32]=[C:33]2[C:38](=[C:39]([O:41][Si:42]([CH:43]([CH3:45])[CH3:44])([CH:46]([CH3:47])[CH3:48])[CH:49]([CH3:50])[CH3:51])[CH:40]=1)[N:37]=[C:36]([CH:24]=[CH:4][O:3][CH3:2])[CH:35]=[CH:34]2. The catalyst class is: 1. (4) Reactant: [O:1]=[CH:2][C@@H:3]([C@H:5]([C@@H:7]([C@@H:9]([CH2:11][OH:12])[OH:10])[OH:8])[OH:6])[OH:4].C(C1C=CC=CC=1B(O)O)(O)=O.C1(B(O)O)C=CC=CC=1.CCN1C=[N+](C)C=C1.[Cl-]. Product: [OH:1][CH2:2][C:3]([C@H:5]([C@@H:7]([C@@H:9]([CH2:11][OH:12])[OH:10])[OH:8])[OH:6])=[O:4]. The catalyst class is: 44. (5) Reactant: [CH3:1][O:2][NH:3][CH:4]([C@@H:6]1[CH2:8][C@H:7]1[C:9]1[C:13]([Cl:14])=[C:12]([Cl:15])[S:11][C:10]=1[Cl:16])[CH3:5].C(N(CC)CC)C.[CH3:24][N:25]1[CH:29]=[C:28]([C:30](Cl)=[O:31])[C:27]([C:33]([F:36])([F:35])[F:34])=[N:26]1. Product: [CH3:1][O:2][N:3]([CH:4]([C@@H:6]1[CH2:8][C@H:7]1[C:9]1[C:13]([Cl:14])=[C:12]([Cl:15])[S:11][C:10]=1[Cl:16])[CH3:5])[C:30]([C:28]1[C:27]([C:33]([F:36])([F:35])[F:34])=[N:26][N:25]([CH3:24])[CH:29]=1)=[O:31]. The catalyst class is: 46. (6) Reactant: [CH3:1][O:2][C:3]1[CH:8]=[CH:7][C:6]([Si:9]([CH3:12])([CH3:11])[CH3:10])=[CH:5][C:4]=1[N+:13]([O-])=O.[H][H]. Product: [CH3:1][O:2][C:3]1[CH:8]=[CH:7][C:6]([Si:9]([CH3:12])([CH3:11])[CH3:10])=[CH:5][C:4]=1[NH2:13]. The catalyst class is: 50.